Dataset: Forward reaction prediction with 1.9M reactions from USPTO patents (1976-2016). Task: Predict the product of the given reaction. Given the reactants [Cl:1][C:2]1[CH:3]=[C:4]([OH:9])[CH:5]=[CH:6][C:7]=1[Cl:8].[C:10](OC(=O)C)(=[O:12])[CH3:11].N1C=CC=CC=1, predict the reaction product. The product is: [C:10]([O:9][C:4]1[CH:5]=[CH:6][C:7]([Cl:8])=[C:2]([Cl:1])[CH:3]=1)(=[O:12])[CH3:11].